This data is from Forward reaction prediction with 1.9M reactions from USPTO patents (1976-2016). The task is: Predict the product of the given reaction. (1) Given the reactants [CH2:1]([N:3]([CH2:8][CH3:9])[CH2:4][CH2:5][CH2:6][NH2:7])[CH3:2].Cl[C:11]1[C:12]2[C:17]([N:18]=[C:19]3[C:24]=1[CH:23]=[CH:22][CH:21]=[CH:20]3)=[CH:16][CH:15]=[CH:14][CH:13]=2, predict the reaction product. The product is: [CH2:1]([N:3]([CH2:8][CH3:9])[CH2:4][CH2:5][CH2:6][NH:7][C:11]1[C:12]2[C:17]([N:18]=[C:19]3[C:24]=1[CH:23]=[CH:22][CH:21]=[CH:20]3)=[CH:16][CH:15]=[CH:14][CH:13]=2)[CH3:2]. (2) Given the reactants [CH3:1][CH2:2][C@@:3]1([OH:27])[C:8](=[O:9])[O:7][CH2:6][C:5]2[C:10]([N:12]3[C:16](=[CH:17][C:4]1=2)[C:15]1[N:18]=[C:19]2[C:24](=[CH:25][C:14]=1[CH2:13]3)[C:23]([Br:26])=[CH:22][CH:21]=[CH:20]2)=[O:11].[C:28]([O:32][C:33]([NH:35][CH2:36][C:37]([CH3:52])([CH3:51])[CH2:38][C:39](OC1C=CC([N+]([O-])=O)=CC=1)=[O:40])=[O:34])([CH3:31])([CH3:30])[CH3:29], predict the reaction product. The product is: [C:28]([O:32][C:33]([NH:35][CH2:36][C:37]([CH3:52])([CH3:51])[CH2:38][C:39]([O:27][C@@:3]1([CH2:2][CH3:1])[C:4]2[CH:17]=[C:16]3[N:12]([CH2:13][C:14]4[C:15]3=[N:18][C:19]3[CH:20]=[CH:21][CH:22]=[C:23]([Br:26])[C:24]=3[CH:25]=4)[C:10](=[O:11])[C:5]=2[CH2:6][O:7][C:8]1=[O:9])=[O:40])=[O:34])([CH3:31])([CH3:30])[CH3:29]. (3) Given the reactants [F:1][C:2]([F:29])([F:28])[C:3]1[CH:4]=[C:5]([C:9]2[C:10]3[N:11]([N:15]=[C:16]([NH:18][C:19]4[CH:27]=[CH:26][C:22]([C:23]([OH:25])=O)=[CH:21][CH:20]=4)[N:17]=3)[CH:12]=[CH:13][CH:14]=2)[CH:6]=[CH:7][CH:8]=1.F[P-](F)(F)(F)(F)F.N1(OC(N(C)C)=[N+](C)C)C2N=CC=CC=2N=N1.C(N(CC)C(C)C)(C)C.[NH2:63][CH:64]1[CH2:69][CH2:68][N:67](C(OC(C)(C)C)=O)[CH2:66][CH2:65]1, predict the reaction product. The product is: [NH:67]1[CH2:68][CH2:69][CH:64]([NH:63][C:23](=[O:25])[C:22]2[CH:21]=[CH:20][C:19]([NH:18][C:16]3[N:17]=[C:10]4[C:9]([C:5]5[CH:6]=[CH:7][CH:8]=[C:3]([C:2]([F:1])([F:29])[F:28])[CH:4]=5)=[CH:14][CH:13]=[CH:12][N:11]4[N:15]=3)=[CH:27][CH:26]=2)[CH2:65][CH2:66]1. (4) The product is: [OH:21][C:15]1[CH:20]=[CH:19][C:18]([C:6]23[CH2:7][C:8]4([CH3:11])[CH2:9][C:2]([CH3:1])([CH2:3][C:4]([C:2]5[CH:12]=[CH:6][C:5]([OH:27])=[CH:4][CH:3]=5)([CH2:10]4)[CH2:5]2)[CH2:12]3)=[CH:17][CH:16]=1. Given the reactants [CH3:1][C:2]12[CH2:12][C:6]3(O)[CH2:7][C:8]([CH3:11])([CH2:10][C:4](O)([CH2:5]3)[CH2:3]1)[CH2:9]2.[C:15]1([OH:21])[CH:20]=[CH:19][CH:18]=[CH:17][CH:16]=1.CS(O)(=O)=O.[OH2:27], predict the reaction product. (5) Given the reactants [Cl:1][C:2]1[CH:7]=[CH:6][CH:5]=[CH:4][C:3]=1[CH:8]1[CH2:10][O:9]1.C[Si]([N:15]=[N+:16]=[N-:17])(C)C.[F-].C([N+](CCCC)(CCCC)CCCC)CCC, predict the reaction product. The product is: [N:15]([CH2:10][CH:8]([C:3]1[CH:4]=[CH:5][CH:6]=[CH:7][C:2]=1[Cl:1])[OH:9])=[N+:16]=[N-:17]. (6) Given the reactants [CH3:1][C:2]1[CH:23]=[CH:22][C:5]([C:6](OCCO[Si](C(C)C)(C(C)C)C(C)C)=[O:7])=[CH:4][C:3]=1[O:24][CH2:25][CH2:26][O:27][Si:28]([CH:35]([CH3:37])[CH3:36])([CH:32]([CH3:34])[CH3:33])[CH:29]([CH3:31])[CH3:30].[H-].[Al+3].[Li+].[H-].[H-].[H-].[OH-].[Na+].Cl, predict the reaction product. The product is: [CH3:1][C:2]1[CH:23]=[CH:22][C:5]([CH2:6][OH:7])=[CH:4][C:3]=1[O:24][CH2:25][CH2:26][O:27][Si:28]([CH:35]([CH3:37])[CH3:36])([CH:29]([CH3:31])[CH3:30])[CH:32]([CH3:34])[CH3:33]. (7) The product is: [F:1][C:2]1[CH:3]=[CH:4][C:5]([O:6][C:7]([CH3:23])([CH3:22])[CH2:8][O:9][C:10]2[CH:15]=[CH:14][N:13]3[C:29]([CH2:28][C:27]([F:33])([F:32])[F:26])=[N:17][N:16]=[C:12]3[C:11]=2[C:18]([F:21])([F:19])[F:20])=[CH:24][CH:25]=1. Given the reactants [F:1][C:2]1[CH:25]=[CH:24][C:5]([O:6][C:7]([CH3:23])([CH3:22])[CH2:8][O:9][C:10]2[CH:15]=[CH:14][N:13]=[C:12]([NH:16][NH2:17])[C:11]=2[C:18]([F:21])([F:20])[F:19])=[CH:4][CH:3]=1.[F:26][C:27]([F:33])([F:32])[CH2:28][C:29](Cl)=O, predict the reaction product.